Task: Predict the reactants needed to synthesize the given product.. Dataset: Full USPTO retrosynthesis dataset with 1.9M reactions from patents (1976-2016) (1) Given the product [ClH:31].[CH3:1][C:2]1[O:6][CH:5]=[C:4]([C:7]2[C:17]3[O:16][CH2:15][CH2:14][NH:13][CH2:12][C:11]=3[CH:10]=[CH:9][CH:8]=2)[CH:3]=1, predict the reactants needed to synthesize it. The reactants are: [CH3:1][C:2]1[O:6][CH:5]=[C:4]([C:7]2[C:17]3[O:16][CH2:15][CH2:14][N:13](C(OC(C)(C)C)=O)[CH2:12][C:11]=3[CH:10]=[CH:9][CH:8]=2)[CH:3]=1.C(OCC)(=O)C.[ClH:31]. (2) Given the product [CH3:21][N:22]1[C:26]([CH3:27])=[C:25]([CH2:28][N:4]2[CH2:5][CH2:6][N:1]([C:7]3[C:12]([C:13]4[CH:14]=[CH:15][C:16]([C:17]#[N:18])=[CH:19][CH:20]=4)=[N:11][CH:10]=[CH:9][N:8]=3)[CH2:2][CH2:3]2)[C:24]([CH3:30])=[N:23]1, predict the reactants needed to synthesize it. The reactants are: [N:1]1([C:7]2[C:12]([C:13]3[CH:20]=[CH:19][C:16]([C:17]#[N:18])=[CH:15][CH:14]=3)=[N:11][CH:10]=[CH:9][N:8]=2)[CH2:6][CH2:5][NH:4][CH2:3][CH2:2]1.[CH3:21][N:22]1[C:26]([CH3:27])=[C:25]([CH:28]=O)[C:24]([CH3:30])=[N:23]1.C(O[BH-](OC(=O)C)OC(=O)C)(=O)C.[Na+].C(=O)([O-])O.[Na+].[OH-].[Na+]. (3) The reactants are: [C:1]1([N:11]=[C:12]([C:14]2[CH:19]=[CH:18][CH:17]=[C:16]([C:20](=O)[CH3:21])[N:15]=2)[CH3:13])[C:10]2[C:5](=[CH:6][CH:7]=[CH:8][CH:9]=2)[CH:4]=[CH:3][CH:2]=1.[C:23]([C:27]1[CH:33]=[CH:32][C:30]([NH2:31])=[CH:29][CH:28]=1)([CH3:26])([CH3:25])[CH3:24]. Given the product [C:1]1([N:11]=[C:12]([C:14]2[CH:19]=[CH:18][CH:17]=[C:16]([C:20](=[N:31][C:30]3[CH:32]=[CH:33][C:27]([C:23]([CH3:26])([CH3:25])[CH3:24])=[CH:28][CH:29]=3)[CH3:21])[N:15]=2)[CH3:13])[C:10]2[C:5](=[CH:6][CH:7]=[CH:8][CH:9]=2)[CH:4]=[CH:3][CH:2]=1, predict the reactants needed to synthesize it. (4) Given the product [CH3:26][N:27]([CH3:31])[CH2:28][CH2:29][NH:30][C:2]1[CH:7]=[CH:6][C:5]([C:8]2[O:9][C:10]3[CH:16]=[CH:15][CH:14]=[CH:13][C:11]=3[N:12]=2)=[CH:4][C:3]=1[N+:17]([O-:19])=[O:18], predict the reactants needed to synthesize it. The reactants are: F[C:2]1[CH:7]=[CH:6][C:5]([C:8]2[O:9][C:10]3[CH:16]=[CH:15][CH:14]=[CH:13][C:11]=3[N:12]=2)=[CH:4][C:3]=1[N+:17]([O-:19])=[O:18].C(=O)([O-])[O-].[K+].[K+].[CH3:26][N:27]([CH3:31])[CH2:28][CH2:29][NH2:30].O. (5) Given the product [Cl:1][C:2]1[CH:7]=[CH:6][C:5]([N:8]2[C@@H:12]([C:13]3[CH:18]=[CH:17][CH:16]=[C:15]([O:19][CH3:20])[CH:14]=3)[C@H:11]([CH2:21][N:22]3[N:26]=[N:25][C:24]([CH2:27][CH2:28][N:43]4[CH2:48][CH2:47][O:46][CH2:45][CH2:44]4)=[N:23]3)[O:10][C:9]2=[O:30])=[CH:4][CH:3]=1, predict the reactants needed to synthesize it. The reactants are: [Cl:1][C:2]1[CH:7]=[CH:6][C:5]([N:8]2[C@@H:12]([C:13]3[CH:18]=[CH:17][CH:16]=[C:15]([O:19][CH3:20])[CH:14]=3)[C@H:11]([CH2:21][N:22]3[N:26]=[N:25][C:24]([CH2:27][CH2:28]O)=[N:23]3)[O:10][C:9]2=[O:30])=[CH:4][CH:3]=1.CS(Cl)(=O)=O.C(N(CC)CC)C.[NH:43]1[CH2:48][CH2:47][O:46][CH2:45][CH2:44]1. (6) Given the product [CH3:1][N:2]([CH3:12])[C:3]1[CH:4]=[CH:5][C:6]([F:11])=[C:7]([CH:10]=1)[CH:8]=[O:24], predict the reactants needed to synthesize it. The reactants are: [CH3:1][N:2]([CH3:12])[C:3]1[CH:4]=[CH:5][C:6]([F:11])=[C:7]([CH:10]=1)[C:8]#N.[H-].C([Al+]CC(C)C)C(C)C.Cl.[OH-:24].[Na+].